This data is from NCI-60 drug combinations with 297,098 pairs across 59 cell lines. The task is: Regression. Given two drug SMILES strings and cell line genomic features, predict the synergy score measuring deviation from expected non-interaction effect. (1) Drug 1: C1=NC2=C(N=C(N=C2N1C3C(C(C(O3)CO)O)O)F)N. Drug 2: C(CN)CNCCSP(=O)(O)O. Cell line: A549. Synergy scores: CSS=3.18, Synergy_ZIP=0.565, Synergy_Bliss=4.11, Synergy_Loewe=3.63, Synergy_HSA=3.63. (2) Drug 1: CC1=C(C=C(C=C1)NC(=O)C2=CC=C(C=C2)CN3CCN(CC3)C)NC4=NC=CC(=N4)C5=CN=CC=C5. Drug 2: C1=CC=C(C(=C1)C(C2=CC=C(C=C2)Cl)C(Cl)Cl)Cl. Cell line: SW-620. Synergy scores: CSS=-4.67, Synergy_ZIP=3.91, Synergy_Bliss=1.73, Synergy_Loewe=-7.00, Synergy_HSA=-6.73. (3) Drug 1: C1=CC(=CC=C1C#N)C(C2=CC=C(C=C2)C#N)N3C=NC=N3. Drug 2: C1=CN(C(=O)N=C1N)C2C(C(C(O2)CO)O)O.Cl. Cell line: T-47D. Synergy scores: CSS=18.5, Synergy_ZIP=-1.29, Synergy_Bliss=0.342, Synergy_Loewe=-1.01, Synergy_HSA=0.780. (4) Drug 1: CCC1(CC2CC(C3=C(CCN(C2)C1)C4=CC=CC=C4N3)(C5=C(C=C6C(=C5)C78CCN9C7C(C=CC9)(C(C(C8N6C=O)(C(=O)OC)O)OC(=O)C)CC)OC)C(=O)OC)O.OS(=O)(=O)O. Drug 2: CC1=C2C(C(=O)C3(C(CC4C(C3C(C(C2(C)C)(CC1OC(=O)C(C(C5=CC=CC=C5)NC(=O)C6=CC=CC=C6)O)O)OC(=O)C7=CC=CC=C7)(CO4)OC(=O)C)O)C)OC(=O)C. Cell line: MDA-MB-435. Synergy scores: CSS=65.3, Synergy_ZIP=-10.3, Synergy_Bliss=-14.2, Synergy_Loewe=-24.0, Synergy_HSA=-12.1. (5) Drug 1: C1CC(=O)NC(=O)C1N2CC3=C(C2=O)C=CC=C3N. Drug 2: C1CCC(CC1)NC(=O)N(CCCl)N=O. Cell line: HCT116. Synergy scores: CSS=30.3, Synergy_ZIP=-8.36, Synergy_Bliss=-6.70, Synergy_Loewe=-3.77, Synergy_HSA=-4.00. (6) Drug 1: CC1=CC=C(C=C1)C2=CC(=NN2C3=CC=C(C=C3)S(=O)(=O)N)C(F)(F)F. Drug 2: CC1CCCC2(C(O2)CC(NC(=O)CC(C(C(=O)C(C1O)C)(C)C)O)C(=CC3=CSC(=N3)C)C)C. Cell line: T-47D. Synergy scores: CSS=32.3, Synergy_ZIP=0.808, Synergy_Bliss=0.741, Synergy_Loewe=-16.5, Synergy_HSA=0.407. (7) Drug 1: C1=CC(=CC=C1C#N)C(C2=CC=C(C=C2)C#N)N3C=NC=N3. Drug 2: C1CCC(C(C1)N)N.C(=O)(C(=O)[O-])[O-].[Pt+4]. Cell line: MOLT-4. Synergy scores: CSS=42.7, Synergy_ZIP=0.0712, Synergy_Bliss=0.532, Synergy_Loewe=-11.8, Synergy_HSA=-7.57. (8) Drug 1: CC=C1C(=O)NC(C(=O)OC2CC(=O)NC(C(=O)NC(CSSCCC=C2)C(=O)N1)C(C)C)C(C)C. Drug 2: CS(=O)(=O)OCCCCOS(=O)(=O)C. Cell line: MCF7. Synergy scores: CSS=53.8, Synergy_ZIP=-1.58, Synergy_Bliss=-3.04, Synergy_Loewe=-51.0, Synergy_HSA=-0.232. (9) Drug 1: CC1CCC2CC(C(=CC=CC=CC(CC(C(=O)C(C(C(=CC(C(=O)CC(OC(=O)C3CCCCN3C(=O)C(=O)C1(O2)O)C(C)CC4CCC(C(C4)OC)O)C)C)O)OC)C)C)C)OC. Drug 2: COCCOC1=C(C=C2C(=C1)C(=NC=N2)NC3=CC=CC(=C3)C#C)OCCOC.Cl. Cell line: KM12. Synergy scores: CSS=20.8, Synergy_ZIP=-1.60, Synergy_Bliss=-2.98, Synergy_Loewe=-50.8, Synergy_HSA=-1.70.